This data is from Forward reaction prediction with 1.9M reactions from USPTO patents (1976-2016). The task is: Predict the product of the given reaction. (1) Given the reactants [C:1]([O:5][C:6]([CH2:8][N:9]1[C:18]2[C:13](=[CH:14][CH:15]=[CH:16][CH:17]=2)[C:12](=[O:19])[N:11]([C:20]2[CH:25]=[CH:24][C:23]([CH2:26][C:27]([OH:29])=O)=[CH:22][CH:21]=2)[C:10]1=[O:30])=[O:7])([CH3:4])([CH3:3])[CH3:2].[NH2:31][CH2:32][CH2:33][C:34]1[CH:39]=[CH:38][CH:37]=[CH:36][CH:35]=1.CN(C(ON1N=NC2C=CC=NC1=2)=[N+](C)C)C.F[P-](F)(F)(F)(F)F.CCN(C(C)C)C(C)C.Cl, predict the reaction product. The product is: [C:1]([O:5][C:6](=[O:7])[CH2:8][N:9]1[C:18]2[C:13](=[CH:14][CH:15]=[CH:16][CH:17]=2)[C:12](=[O:19])[N:11]([C:20]2[CH:25]=[CH:24][C:23]([CH2:26][C:27](=[O:29])[NH:31][CH2:32][CH2:33][C:34]3[CH:39]=[CH:38][CH:37]=[CH:36][CH:35]=3)=[CH:22][CH:21]=2)[C:10]1=[O:30])([CH3:3])([CH3:2])[CH3:4]. (2) Given the reactants [F:1][C:2]1([F:17])[CH2:5][CH:4]([NH:6][C:7]2[N:15]=[CH:14][C:13]([F:16])=[CH:12][C:8]=2[C:9]([OH:11])=O)[CH2:3]1.CCN=C=NCCCN(C)C.C1C=CC2N(O)N=NC=2C=1.CCN(C(C)C)C(C)C.Cl.[NH2:49][C:50]([CH3:55])([CH2:53][CH3:54])[C:51]#[CH:52], predict the reaction product. The product is: [F:17][C:2]1([F:1])[CH2:3][CH:4]([NH:6][C:7]2[N:15]=[CH:14][C:13]([F:16])=[CH:12][C:8]=2[C:9]([NH:49][C:50]([CH3:55])([CH2:53][CH3:54])[C:51]#[CH:52])=[O:11])[CH2:5]1. (3) Given the reactants [CH3:1][N:2]([CH3:36])[C:3]1[C:8]([NH:9][C:10](=[O:35])[C:11]2[CH:16]=[C:15]([CH2:17][C:18]3[C:19](=[O:30])[C:20]([O:28][CH3:29])=[C:21]([O:26][CH3:27])[C:22](=[O:25])[C:23]=3[CH3:24])[CH:14]=[CH:13][C:12]=2[O:31]C(=O)C)=[CH:7][CH:6]=[CH:5][N:4]=1.C(=O)([O-])O.[Na+], predict the reaction product. The product is: [CH3:36][N:2]([CH3:1])[C:3]1[C:8]([NH:9][C:10](=[O:35])[C:11]2[CH:16]=[C:15]([CH2:17][C:18]3[C:19](=[O:30])[C:20]([O:28][CH3:29])=[C:21]([O:26][CH3:27])[C:22](=[O:25])[C:23]=3[CH3:24])[CH:14]=[CH:13][C:12]=2[OH:31])=[CH:7][CH:6]=[CH:5][N:4]=1. (4) Given the reactants [Cl:1][C:2]1[CH:3]=[C:4]([C:16]([NH:18][C@H:19]([C:21]2[CH:29]=[CH:28][C:24]([C:25]([OH:27])=[O:26])=[CH:23][CH:22]=2)[CH3:20])=[O:17])[C:5](OC2C=CC=C(F)C=2)=[N:6][CH:7]=1.[CH3:30][C:31]1[CH:32]=[C:33]([OH:38])[CH:34]=[CH:35][C:36]=1[CH3:37], predict the reaction product. The product is: [Cl:1][C:2]1[CH:3]=[C:4]([C:16]([NH:18][C@H:19]([C:21]2[CH:29]=[CH:28][C:24]([C:25]([OH:27])=[O:26])=[CH:23][CH:22]=2)[CH3:20])=[O:17])[C:5]([O:38][C:33]2[CH:34]=[CH:35][C:36]([CH3:37])=[C:31]([CH3:30])[CH:32]=2)=[N:6][CH:7]=1. (5) Given the reactants [CH2:1]([O:3][C:4]1[CH:5]=[C:6]([C:13]([O:15]CC)=[O:14])[CH:7]=[C:8]2[C:12]=1[NH:11][N:10]=[CH:9]2)[CH3:2].[Li+].[OH-], predict the reaction product. The product is: [CH2:1]([O:3][C:4]1[CH:5]=[C:6]([C:13]([OH:15])=[O:14])[CH:7]=[C:8]2[C:12]=1[NH:11][N:10]=[CH:9]2)[CH3:2]. (6) Given the reactants [CH3:1][C:2]1[N:6]=[C:5]([C:7]2[CH:12]=[CH:11][C:10]([N:13]3[CH:22]=[C:21]4[C:15]([CH2:16][CH2:17][NH:18][CH2:19][CH2:20]4)=[N:14]3)=[CH:9][CH:8]=2)[O:4][N:3]=1.[C:23]1(=O)[CH2:27][CH2:26][CH2:25][CH2:24]1.C(O[BH-](OC(=O)C)OC(=O)C)(=O)C.[Na+], predict the reaction product. The product is: [CH:23]1([N:18]2[CH2:19][CH2:20][C:21]3=[CH:22][N:13]([C:10]4[CH:11]=[CH:12][C:7]([C:5]5[O:4][N:3]=[C:2]([CH3:1])[N:6]=5)=[CH:8][CH:9]=4)[N:14]=[C:15]3[CH2:16][CH2:17]2)[CH2:27][CH2:26][CH2:25][CH2:24]1.